Dataset: Tyrosyl-DNA phosphodiesterase HTS with 341,365 compounds. Task: Binary Classification. Given a drug SMILES string, predict its activity (active/inactive) in a high-throughput screening assay against a specified biological target. (1) The molecule is O=C1N(C2(N=C1c1ccc(cc1)C)CCCCCC2)CC(=O)Nc1cc(OC)cc(OC)c1. The result is 0 (inactive). (2) The molecule is O(c1cc2c([n+](CC)ccc2cc1OC)Cc1cc(OC)c(OC)cc1)C. The result is 0 (inactive). (3) The molecule is O(c1cc(c2nc3c(c(c2)C(=O)Nc2cccnc2)cccc3)ccc1)C. The result is 0 (inactive). (4) The compound is s1c(c(N)c(c1Oc1c(c(ccc1)C)C)C#N)C(=O)c1ccccc1. The result is 0 (inactive). (5) The molecule is O=C1N(CCC1)C(=O)C(/NC(=O)c1occc1)=C\c1ccc(OC)cc1. The result is 0 (inactive). (6) The molecule is S(CCCC(=O)NC(C)(C)C)c1sc2c(n1)cccc2. The result is 0 (inactive). (7) The molecule is S(=O)(=O)(N)c1ccc(CCNC(=O)CCC(=O)c2sccc2)cc1. The result is 0 (inactive).